This data is from Full USPTO retrosynthesis dataset with 1.9M reactions from patents (1976-2016). The task is: Predict the reactants needed to synthesize the given product. The reactants are: [OH:1][C:2]1([C:14]([O:16]C)=[O:15])[C:11]2[C:6](=[C:7]([CH3:13])[CH:8]=[C:9]([CH3:12])[CH:10]=2)[CH2:5][CH2:4][CH2:3]1.O[Li].O. Given the product [OH:1][C:2]1([C:14]([OH:16])=[O:15])[C:11]2[C:6](=[C:7]([CH3:13])[CH:8]=[C:9]([CH3:12])[CH:10]=2)[CH2:5][CH2:4][CH2:3]1, predict the reactants needed to synthesize it.